Task: Predict which catalyst facilitates the given reaction.. Dataset: Catalyst prediction with 721,799 reactions and 888 catalyst types from USPTO (1) Reactant: [F:1][C:2]1[CH:3]=[C:4]([CH:41]=[C:42]([F:44])[CH:43]=1)[CH2:5][N:6]1[C:10]([CH3:11])=[C:9]([C:12]2[C:20]3[C:15](=[N:16][CH:17]=[C:18]([C:21]4[CH:26]=[CH:25][C:24]([N:27]5[CH2:32][CH2:31][N:30](C(OC(C)(C)C)=O)[CH2:29][CH2:28]5)=[CH:23][CH:22]=4)[CH:19]=3)[NH:14][CH:13]=2)[C:8]([CH3:40])=[N:7]1.[ClH:45]. Product: [ClH:45].[F:44][C:42]1[CH:41]=[C:4]([CH:3]=[C:2]([F:1])[CH:43]=1)[CH2:5][N:6]1[C:10]([CH3:11])=[C:9]([C:12]2[C:20]3[C:15](=[N:16][CH:17]=[C:18]([C:21]4[CH:26]=[CH:25][C:24]([N:27]5[CH2:28][CH2:29][NH:30][CH2:31][CH2:32]5)=[CH:23][CH:22]=4)[CH:19]=3)[NH:14][CH:13]=2)[C:8]([CH3:40])=[N:7]1. The catalyst class is: 5. (2) Reactant: [OH:1][C:2]1[CH:7]=[CH:6][C:5]([CH2:8][CH2:9][C:10]([O:12][CH2:13][CH3:14])=[O:11])=[CH:4][C:3]=1[O:15][CH2:16][CH2:17][CH2:18][O:19][CH3:20].C(N(CC)CC)C.C1C=CC(N([S:35]([C:38]([F:41])([F:40])[F:39])(=[O:37])=[O:36])[S:35]([C:38]([F:41])([F:40])[F:39])(=[O:37])=[O:36])=CC=1.[Cl-].[NH4+]. Product: [CH3:20][O:19][CH2:18][CH2:17][CH2:16][O:15][C:3]1[CH:4]=[C:5]([CH2:8][CH2:9][C:10]([O:12][CH2:13][CH3:14])=[O:11])[CH:6]=[CH:7][C:2]=1[O:1][S:35]([C:38]([F:41])([F:40])[F:39])(=[O:37])=[O:36]. The catalyst class is: 4. (3) Reactant: [CH2:1]([O:3][C:4](=[O:16])[CH2:5][C@H:6]1[C:14]2[C:9](=[CH:10][C:11]([OH:15])=[CH:12][CH:13]=2)[CH2:8][CH2:7]1)[CH3:2].O.[Br:18][CH2:19][CH2:20][CH2:21]Br.C([O-])([O-])=O.[Cs+].[Cs+]. Product: [CH2:1]([O:3][C:4](=[O:16])[CH2:5][C@H:6]1[C:14]2[C:9](=[CH:10][C:11]([O:15][CH2:21][CH2:20][CH2:19][Br:18])=[CH:12][CH:13]=2)[CH2:8][CH2:7]1)[CH3:2]. The catalyst class is: 3. (4) Reactant: [Br:1][C:2]1[CH:7]=[CH:6][CH:5]=[CH:4][C:3]=1[O:8][CH3:9].[Cl:10][S:11](O)(=[O:13])=[O:12]. Product: [Br:1][C:2]1[CH:7]=[C:6]([S:11]([Cl:10])(=[O:13])=[O:12])[CH:5]=[CH:4][C:3]=1[O:8][CH3:9]. The catalyst class is: 22. (5) Reactant: [NH2:1][C:2]1[N:3]([CH3:23])[C:4](=[O:22])[C:5]2([C:15]3[C:10](=[CH:11][CH:12]=[C:13](Br)[CH:14]=3)[O:9][CH:8]([C:17]3[S:18][CH:19]=[CH:20][CH:21]=3)[CH2:7]2)[N:6]=1.[C:24]([C:26]1[CH:31]=[CH:30][C:29](B(O)O)=[CH:28][CH:27]=1)#[N:25]. Product: [NH2:1][C:2]1[N:3]([CH3:23])[C:4](=[O:22])[C@:5]2([C:15]3[C:10](=[CH:11][CH:12]=[C:13]([C:28]4[CH:27]=[C:26]([CH:31]=[CH:30][CH:29]=4)[C:24]#[N:25])[CH:14]=3)[O:9][C@H:8]([C:17]3[S:18][CH:19]=[CH:20][CH:21]=3)[CH2:7]2)[N:6]=1.[NH2:1][C:2]1[N:3]([CH3:23])[C:4](=[O:22])[C@:5]2([C:15]3[C:10](=[CH:11][CH:12]=[C:13]([C:28]4[CH:27]=[C:26]([CH:31]=[CH:30][CH:29]=4)[C:24]#[N:25])[CH:14]=3)[O:9][C@@H:8]([C:17]3[S:18][CH:19]=[CH:20][CH:21]=3)[CH2:7]2)[N:6]=1. The catalyst class is: 806. (6) Reactant: [CH3:1][N:2]1[CH:6]=[C:5]([CH:7]=[N:8]O)[CH:4]=[N:3]1.[N-:10]=[N+:11]=[N-:12].[Na+]. Product: [CH3:1][N:2]1[CH:6]=[C:5]([C:7]2[N:8]=[N:10][NH:11][N:12]=2)[CH:4]=[N:3]1. The catalyst class is: 9. (7) Reactant: [H-].[Na+].[CH3:3][O:4][C:5]1[C:6]2[N:7]([N:17]=[CH:18][C:19]=2[C:20]2[CH:21]=[N:22][NH:23][CH:24]=2)[CH:8]=[C:9]([C:11]2[CH:12]=[N:13][N:14]([CH3:16])[CH:15]=2)[CH:10]=1.Cl[CH2:26][C:27]1[CH:32]=[CH:31][CH:30]=[CH:29][N:28]=1. Product: [CH3:3][O:4][C:5]1[C:6]2[N:7]([N:17]=[CH:18][C:19]=2[C:20]2[CH:21]=[N:22][N:23]([CH2:26][C:27]3[CH:32]=[CH:31][CH:30]=[CH:29][N:28]=3)[CH:24]=2)[CH:8]=[C:9]([C:11]2[CH:12]=[N:13][N:14]([CH3:16])[CH:15]=2)[CH:10]=1. The catalyst class is: 7. (8) Reactant: N[C:2]1[S:3][C:4]([C:25]2[CH:30]=[CH:29][N:28]=[C:27]([Cl:31])[N:26]=2)=[C:5]([C:7]2[CH:8]=[C:9]([NH:13][S:14]([C:17]3[C:22]([F:23])=[CH:21][CH:20]=[CH:19][C:18]=3[F:24])(=[O:16])=[O:15])[CH:10]=[CH:11][CH:12]=2)[N:6]=1.C(ON=O)(C)(C)C. Product: [Cl:31][C:27]1[N:26]=[C:25]([C:4]2[S:3][CH:2]=[N:6][C:5]=2[C:7]2[CH:8]=[C:9]([NH:13][S:14]([C:17]3[C:18]([F:24])=[CH:19][CH:20]=[CH:21][C:22]=3[F:23])(=[O:16])=[O:15])[CH:10]=[CH:11][CH:12]=2)[CH:30]=[CH:29][N:28]=1. The catalyst class is: 49. (9) Reactant: [CH3:1][N:2]1[CH2:7][CH2:6][N:5]([CH2:8][CH2:9][CH2:10][NH:11][C:12]2[CH:17]=[CH:16][CH:15]=[CH:14][C:13]=2[N+:18]([O-])=O)[CH2:4][CH2:3]1. Product: [CH3:1][N:2]1[CH2:3][CH2:4][N:5]([CH2:8][CH2:9][CH2:10][NH:11][C:12]2[C:13]([NH2:18])=[CH:14][CH:15]=[CH:16][CH:17]=2)[CH2:6][CH2:7]1. The catalyst class is: 19.